From a dataset of Reaction yield outcomes from USPTO patents with 853,638 reactions. Predict the reaction yield, written as a fraction of the theoretical maximum amount of product (1.0 means a 100% yield; for example, 0.34 means a 34% yield). (1) The yield is 0.360. The reactants are BrC1C=CC(OC2C=CC(C#N)=C(Cl)N=2)=CC=1C1OCCO1.BrC1C=CC(OC2C=CC(C#N)=C(Cl)N=2)=CC=1C1OCCO1.[Br:45][C:46]1[CH:61]=[CH:60][C:49]([O:50][C:51]2[N:58]=[C:57](Cl)[CH:56]=[CH:55][C:52]=2[C:53]#[N:54])=[CH:48][C:47]=1[CH:62]1[O:66][CH2:65][CH2:64][O:63]1.[CH3:67][O:68][CH2:69][CH2:70][NH2:71]. The product is [Br:45][C:46]1[CH:61]=[CH:60][C:49]([O:50][C:51]2[N:58]=[C:57]([NH:71][CH2:70][CH2:69][O:68][CH3:67])[CH:56]=[CH:55][C:52]=2[C:53]#[N:54])=[CH:48][C:47]=1[CH:62]1[O:66][CH2:65][CH2:64][O:63]1. The catalyst is C(#N)C. (2) The reactants are [NH:1]1[CH2:6][CH2:5][O:4][CH2:3][CH2:2]1.CN(C)C=O.F[C:13]1[CH:18]=[CH:17][C:16]([C:19]([F:22])([F:21])[F:20])=[CH:15][C:14]=1[N+:23]([O-:25])=[O:24]. The catalyst is O. The product is [N+:23]([C:14]1[CH:15]=[C:16]([C:19]([F:20])([F:21])[F:22])[CH:17]=[CH:18][C:13]=1[N:1]1[CH2:6][CH2:5][O:4][CH2:3][CH2:2]1)([O-:25])=[O:24]. The yield is 0.977. (3) The yield is 0.250. The catalyst is CN(C=O)C. The product is [CH3:1][S:2]([C:5]1[CH:10]=[CH:9][C:8]([NH:11][C:12]2[N:13]=[CH:14][N:15]=[C:16]([O:21][CH:22]3[CH2:27][CH2:26][N:25]([CH2:29][C:30](=[O:35])[C:31]([CH3:34])([CH3:33])[CH3:32])[CH2:24][CH2:23]3)[C:17]=2[N+:18]([O-:20])=[O:19])=[CH:7][CH:6]=1)(=[O:4])=[O:3]. The reactants are [CH3:1][S:2]([C:5]1[CH:10]=[CH:9][C:8]([NH:11][C:12]2[C:17]([N+:18]([O-:20])=[O:19])=[C:16]([O:21][CH:22]3[CH2:27][CH2:26][NH:25][CH2:24][CH2:23]3)[N:15]=[CH:14][N:13]=2)=[CH:7][CH:6]=1)(=[O:4])=[O:3].Br[CH2:29][C:30](=[O:35])[C:31]([CH3:34])([CH3:33])[CH3:32].C(N(CC)CC)C. (4) The reactants are [O:1]=[C:2]1[C:11]2[C:6](=[CH:7][CH:8]=[CH:9][CH:10]=2)[N:5]=[C:4]([CH2:12][CH2:13][CH2:14][C:15]([OH:17])=O)[NH:3]1.[N:18]1[CH:23]=[CH:22][CH:21]=[CH:20][C:19]=1[O:24][C@H:25]1[CH2:30][CH2:29][C@H:28]([NH2:31])[CH2:27][CH2:26]1. No catalyst specified. The product is [O:1]=[C:2]1[C:11]2[C:6](=[CH:7][CH:8]=[CH:9][CH:10]=2)[N:5]=[C:4]([CH2:12][CH2:13][CH2:14][C:15]([NH:31][C@H:28]2[CH2:27][CH2:26][C@H:25]([O:24][C:19]3[CH:20]=[CH:21][CH:22]=[CH:23][N:18]=3)[CH2:30][CH2:29]2)=[O:17])[NH:3]1. The yield is 0.0800. (5) The reactants are C(N(CC)CC)C.Cl.[CH2:9]([C:16]([OH:18])=O)[CH2:10][C:11]1[N:15]=[CH:14][NH:13][CH:12]=1.CN(C(ON1N=NC2C=CC=CC1=2)=[N+](C)C)C.[B-](F)(F)(F)F.FC(F)(F)C(O)=O.[NH2:48][CH:49]([CH:68]([OH:77])[C:69]1[CH:74]=[CH:73][C:72]([O:75][CH3:76])=[CH:71][CH:70]=1)[C:50]([N:52]1[CH2:55][C:54]([O:63][CH2:64][CH2:65][CH2:66][CH3:67])([C:56]2[CH:61]=[CH:60][CH:59]=[CH:58][C:57]=2[CH3:62])[CH2:53]1)=[O:51].[OH-].[Na+]. The catalyst is CN(C)C=O. The product is [CH2:64]([O:63][C:54]1([C:56]2[CH:61]=[CH:60][CH:59]=[CH:58][C:57]=2[CH3:62])[CH2:53][N:52]([C:50]([CH:49]([NH:48][C:16](=[O:18])[CH2:9][CH2:10][C:11]2[N:15]=[CH:14][NH:13][CH:12]=2)[CH:68]([OH:77])[C:69]2[CH:74]=[CH:73][C:72]([O:75][CH3:76])=[CH:71][CH:70]=2)=[O:51])[CH2:55]1)[CH2:65][CH2:66][CH3:67]. The yield is 0.390. (6) The reactants are [CH3:1][O:2][C:3]1[CH:8]=[CH:7][CH:6]=[CH:5][C:4]=1[C:9]1[N:17]2[C:12]([CH:13]=[N:14][C:15]([NH:18][C:19]3[CH:24]=[CH:23][C:22]([CH:25]4[CH2:30][CH2:29][NH:28][CH2:27][CH2:26]4)=[CH:21][C:20]=3[O:31][CH3:32])=[N:16]2)=[CH:11][CH:10]=1.[O:33]1[CH2:36][C:35](=O)[CH2:34]1.C([BH3-])#N.[Na+].N1N2C=CC=C2C=NC=1. The catalyst is CN(C)C=O.C(O)(=O)C.CO. The product is [CH3:32][O:31][C:20]1[CH:21]=[C:22]([CH:25]2[CH2:30][CH2:29][N:28]([CH:35]3[CH2:36][O:33][CH2:34]3)[CH2:27][CH2:26]2)[CH:23]=[CH:24][C:19]=1[NH:18][C:15]1[N:14]=[CH:13][C:12]2=[CH:11][CH:10]=[C:9]([C:4]3[CH:5]=[CH:6][CH:7]=[CH:8][C:3]=3[O:2][CH3:1])[N:17]2[N:16]=1. The yield is 0.590. (7) The catalyst is O1CCOCC1. The yield is 0.600. The reactants are [C:1]([Si:5](Cl)([CH3:7])[CH3:6])([CH3:4])([CH3:3])[CH3:2].[OH:9][CH2:10][CH:11]([CH3:21])[O:12][C:13]1[CH:20]=[CH:19][CH:18]=[CH:17][C:14]=1[CH:15]=[O:16].CCN(C(C)C)C(C)C.N1C=CN=C1. The product is [C:1]([Si:5]([CH3:7])([CH3:6])[O:9][CH2:10][CH:11]([CH3:21])[O:12][C:13]1[CH:20]=[CH:19][CH:18]=[CH:17][C:14]=1[CH:15]=[O:16])([CH3:4])([CH3:3])[CH3:2].